This data is from Forward reaction prediction with 1.9M reactions from USPTO patents (1976-2016). The task is: Predict the product of the given reaction. (1) The product is: [F:1][C:2]1[CH:7]=[CH:6][C:5]([C:8]2[C:13]([C:14]([O:16][CH3:17])=[O:15])=[CH:12][CH:11]=[C:10]([OH:20])[N:9]=2)=[CH:4][CH:3]=1. Given the reactants [F:1][C:2]1[CH:7]=[CH:6][C:5]([C:8]2[C:13]([C:14]([O:16][CH3:17])=[O:15])=[CH:12][CH:11]=[CH:10][N+:9]=2[O-])=[CH:4][CH:3]=1.C(=O)([O-])[O-:20].[K+].[K+], predict the reaction product. (2) Given the reactants [CH2:1]([C:4]1[C:8]([CH2:9][CH2:10][CH2:11][OH:12])=[CH:7][N:6]([C:13]2[CH:18]=[CH:17][C:16]([C:19]([F:22])([F:21])[F:20])=[CH:15][N:14]=2)[N:5]=1)[CH2:2][CH3:3].O[C:24]1[CH:29]=[CH:28][C:27]([CH2:30][CH2:31][C:32]([O:34]CC)=[O:33])=[CH:26][C:25]=1[O:37][CH3:38].C(P(CCCC)CCCC)CCC.N(C(N1CCCCC1)=O)=NC(N1CCCCC1)=O, predict the reaction product. The product is: [CH3:38][O:37][C:25]1[CH:26]=[C:27]([CH2:30][CH2:31][C:32]([OH:34])=[O:33])[CH:28]=[CH:29][C:24]=1[O:12][CH2:11][CH2:10][CH2:9][C:8]1[C:4]([CH2:1][CH2:2][CH3:3])=[N:5][N:6]([C:13]2[CH:18]=[CH:17][C:16]([C:19]([F:21])([F:20])[F:22])=[CH:15][N:14]=2)[CH:7]=1. (3) Given the reactants [NH2:1][C:2]1[CH:10]=[C:9]([Cl:11])[C:8]([C:12]([F:15])([F:14])[F:13])=[CH:7][C:3]=1[C:4](O)=[O:5].C(O)(=O)C.[CH:20](N)=[NH:21], predict the reaction product. The product is: [Cl:11][C:9]1[CH:10]=[C:2]2[C:3]([C:4]([OH:5])=[N:21][CH:20]=[N:1]2)=[CH:7][C:8]=1[C:12]([F:15])([F:14])[F:13]. (4) Given the reactants [CH2:1]([C:3]1[CH:19]=[CH:18][C:17]([C@H:20]2[C@H:25]([O:26][CH2:27][C:28]3[CH:33]=[CH:32][CH:31]=[CH:30][CH:29]=3)[C@@H:24]([O:34][CH2:35][C:36]3[CH:41]=[CH:40][CH:39]=[CH:38][CH:37]=3)[C@H:23]([O:42][CH2:43][C:44]3[CH:49]=[CH:48][CH:47]=[CH:46][CH:45]=3)[C@@H:22]([CH2:50][O:51]C(C3C=CC=CC=3)(C3C=CC=CC=3)C3C=CC=CC=3)[O:21]2)=[CH:16][C:4]=1[CH2:5][C:6]1[CH:15]=[CH:14][C:9]2[O:10][CH2:11][CH2:12][O:13][C:8]=2[CH:7]=1)[CH3:2].[Cl-].[Al+3].[Cl-].[Cl-], predict the reaction product. The product is: [CH2:43]([O:42][C@H:23]1[C@H:24]([O:34][CH2:35][C:36]2[CH:41]=[CH:40][CH:39]=[CH:38][CH:37]=2)[C@@H:25]([O:26][CH2:27][C:28]2[CH:33]=[CH:32][CH:31]=[CH:30][CH:29]=2)[C@H:20]([C:17]2[CH:18]=[CH:19][C:3]([CH2:1][CH3:2])=[C:4]([CH2:5][C:6]3[CH:15]=[CH:14][C:9]4[O:10][CH2:11][CH2:12][O:13][C:8]=4[CH:7]=3)[CH:16]=2)[O:21][C@@H:22]1[CH2:50][OH:51])[C:44]1[CH:45]=[CH:46][CH:47]=[CH:48][CH:49]=1. (5) Given the reactants [CH:1]1([CH2:5][NH:6][C:7]2[CH:12]=[CH:11][C:10]([NH:13][S:14]([C:17]3[CH:22]=[CH:21][CH:20]=[CH:19][CH:18]=3)(=[O:16])=[O:15])=[CH:9][C:8]=2[N+:23]([O-])=O)[CH2:4][CH2:3][CH2:2]1, predict the reaction product. The product is: [NH2:23][C:8]1[CH:9]=[C:10]([NH:13][S:14]([C:17]2[CH:18]=[CH:19][CH:20]=[CH:21][CH:22]=2)(=[O:16])=[O:15])[CH:11]=[CH:12][C:7]=1[NH:6][CH2:5][CH:1]1[CH2:4][CH2:3][CH2:2]1. (6) Given the reactants [CH2:1]([N:8]1[CH:12]=[C:11]([C:13]2[CH:18]=[C:17]([F:19])[CH:16]=[CH:15][C:14]=2[F:20])[N:10]=[C:9]1[C@H:21]([NH:28]C(=O)OC(C)(C)C)[CH:22]1[CH2:27][CH2:26][O:25][CH2:24][CH2:23]1)[C:2]1[CH:7]=[CH:6][CH:5]=[CH:4][CH:3]=1.FC(F)(F)C(O)=O, predict the reaction product. The product is: [CH2:1]([N:8]1[CH:12]=[C:11]([C:13]2[CH:18]=[C:17]([F:19])[CH:16]=[CH:15][C:14]=2[F:20])[N:10]=[C:9]1[C@@H:21]([CH:22]1[CH2:27][CH2:26][O:25][CH2:24][CH2:23]1)[NH2:28])[C:2]1[CH:3]=[CH:4][CH:5]=[CH:6][CH:7]=1. (7) The product is: [CH3:3][O:4][C:5](=[O:27])[CH2:6][C:7]1[CH:8]=[N:9][CH:10]=[C:11]([C:13]2[CH:18]=[CH:17][C:16]([C:19]([F:20])([F:21])[F:22])=[CH:15][C:14]=2[CH2:23][N:24]([CH2:25][CH3:26])[C:36]([NH:35][CH2:28][C:29]2[CH:34]=[CH:33][CH:32]=[CH:31][CH:30]=2)=[O:37])[CH:12]=1. Given the reactants Cl.Cl.[CH3:3][O:4][C:5](=[O:27])[CH2:6][C:7]1[CH:8]=[N:9][CH:10]=[C:11]([C:13]2[CH:18]=[CH:17][C:16]([C:19]([F:22])([F:21])[F:20])=[CH:15][C:14]=2[CH2:23][NH:24][CH2:25][CH3:26])[CH:12]=1.[CH2:28]([N:35]=[C:36]=[O:37])[C:29]1[CH:34]=[CH:33][CH:32]=[CH:31][CH:30]=1, predict the reaction product.